Dataset: Reaction yield outcomes from USPTO patents with 853,638 reactions. Task: Predict the reaction yield, written as a fraction of the theoretical maximum amount of product (1.0 means a 100% yield; for example, 0.34 means a 34% yield). (1) The reactants are [CH3:1][S:2][C:3]1[CH:11]=[C:10]([C:12]([F:15])([F:14])[F:13])[CH:9]=[CH:8][C:4]=1[C:5]([OH:7])=O.C(N(CC)C(C)C)(C)C.F[P-](F)(F)(F)(F)F.N1(OC(N(C)C)=[N+](C)C)C2N=CC=CC=2N=N1.[NH2:49][C@@H:50]1[CH2:55][CH2:54][CH2:53][CH2:52][C@@H:51]1[NH2:56]. The catalyst is CN(C)C=O. The product is [NH2:49][C@H:50]1[CH2:55][CH2:54][CH2:53][CH2:52][C@H:51]1[NH:56][C:5](=[O:7])[C:4]1[CH:8]=[CH:9][C:10]([C:12]([F:15])([F:14])[F:13])=[CH:11][C:3]=1[S:2][CH3:1]. The yield is 0.340. (2) The reactants are Br[C:2]1[C:7](=[O:8])[N:6]([CH2:9][C:10]2[CH:15]=[CH:14][C:13]([C:16]3[C:17]([C:22]#[N:23])=[CH:18][CH:19]=[CH:20][CH:21]=3)=[CH:12][CH:11]=2)[C:5]([CH2:24][CH2:25][CH3:26])=[N:4][C:3]=1[CH3:27].[NH:28]1[C:36]2[C:31](=[CH:32][C:33](B(O)O)=[CH:34][CH:35]=2)[CH:30]=[CH:29]1.C(=O)([O-])[O-].[Cs+].[Cs+].O1CCOCC1. The catalyst is C(OCC)(=O)C.C1C=CC(P(C2C=CC=CC=2)[C-]2C=CC=C2)=CC=1.C1C=CC(P(C2C=CC=CC=2)[C-]2C=CC=C2)=CC=1.Cl[Pd]Cl.[Fe+2].ClCCl. The product is [NH:28]1[C:36]2[C:31](=[CH:32][C:33]([C:2]3[C:7](=[O:8])[N:6]([CH2:9][C:10]4[CH:15]=[CH:14][C:13]([C:16]5[C:17]([C:22]#[N:23])=[CH:18][CH:19]=[CH:20][CH:21]=5)=[CH:12][CH:11]=4)[C:5]([CH2:24][CH2:25][CH3:26])=[N:4][C:3]=3[CH3:27])=[CH:34][CH:35]=2)[CH:30]=[CH:29]1. The yield is 0.620. (3) The reactants are [CH2:1]([O:8][C:9](=[O:22])[NH:10][CH2:11][CH2:12][CH2:13][CH2:14][C:15]1[CH:20]=[CH:19][C:18]([OH:21])=[CH:17][CH:16]=1)[C:2]1[CH:7]=[CH:6][CH:5]=[CH:4][CH:3]=1.Cl.[CH3:24][N:25]([CH3:29])[CH2:26][CH2:27]Cl.C(=O)([O-])[O-].[K+].[K+].C1OCCOCCOCCOCCOCCOC1. No catalyst specified. The product is [CH2:1]([O:8][C:9](=[O:22])[NH:10][CH2:11][CH2:12][CH2:13][CH2:14][C:15]1[CH:20]=[CH:19][C:18]([O:21][CH2:27][CH2:26][N:25]([CH3:29])[CH3:24])=[CH:17][CH:16]=1)[C:2]1[CH:7]=[CH:6][CH:5]=[CH:4][CH:3]=1. The yield is 0.610. (4) The reactants are Cl.[NH2:2][C:3]1[CH:8]=[CH:7][C:6]([C:9]([C:11]2[C:12]([F:26])=[C:13]([C:19]3[CH:24]=[CH:23][CH:22]=[C:21]([Cl:25])[CH:20]=3)[C:14]([O:17][CH3:18])=[CH:15][CH:16]=2)=[O:10])=[CH:5][CH:4]=1.[N-:27]=[N+:28]=[N-:29].[Na+].[CH3:31]OC(OC)OC.[OH-].[NH4+]. The catalyst is C(O)(=O)C.O. The product is [Cl:25][C:21]1[CH:20]=[C:19]([C:13]2[C:14]([O:17][CH3:18])=[CH:15][CH:16]=[C:11]([C:9]([C:6]3[CH:7]=[CH:8][C:3]([N:2]4[CH:31]=[N:29][N:28]=[N:27]4)=[CH:4][CH:5]=3)=[O:10])[C:12]=2[F:26])[CH:24]=[CH:23][CH:22]=1. The yield is 0.900.